This data is from Full USPTO retrosynthesis dataset with 1.9M reactions from patents (1976-2016). The task is: Predict the reactants needed to synthesize the given product. (1) Given the product [CH3:1][C:2]1[CH:7]=[CH:6][N:5]2[C:8]([CH:17]3[CH2:22][CH2:21][N:20]([CH2:33][CH2:34][C:35]4[CH:40]=[CH:39][CH:38]=[CH:37][CH:36]=4)[CH2:19][CH2:18]3)=[N:9][C:10]([C:11]3[CH:16]=[CH:15][CH:14]=[CH:13][CH:12]=3)=[C:4]2[CH:3]=1, predict the reactants needed to synthesize it. The reactants are: [CH3:1][C:2]1[CH:7]=[CH:6][N:5]2[C:8]([CH:17]3[CH2:22][CH2:21][NH:20][CH2:19][CH2:18]3)=[N:9][C:10]([C:11]3[CH:16]=[CH:15][CH:14]=[CH:13][CH:12]=3)=[C:4]2[CH:3]=1.CCN(C(C)C)C(C)C.Br[CH2:33][CH2:34][C:35]1[CH:40]=[CH:39][CH:38]=[CH:37][CH:36]=1. (2) Given the product [C:1]([NH:5][S:6]([CH2:9][CH2:10][C:11]1[CH:16]=[CH:15][C:14]([NH:17][C:66]([C:55]2[N:56]([CH2:58][O:59][CH2:60][CH2:61][Si:62]([CH3:65])([CH3:64])[CH3:63])[CH:57]=[C:53]([C:51]#[N:52])[N:54]=2)=[O:67])=[C:13]([C:18]2[CH2:23][CH2:22][C:21]([CH3:25])([CH3:24])[CH2:20][CH:19]=2)[CH:12]=1)(=[O:8])=[O:7])([CH3:4])([CH3:2])[CH3:3], predict the reactants needed to synthesize it. The reactants are: [C:1]([NH:5][S:6]([CH2:9][CH2:10][C:11]1[CH:16]=[CH:15][C:14]([NH2:17])=[C:13]([C:18]2[CH2:23][CH2:22][C:21]([CH3:25])([CH3:24])[CH2:20][CH:19]=2)[CH:12]=1)(=[O:8])=[O:7])([CH3:4])([CH3:3])[CH3:2].C1CN([P+](Br)(N2CCCC2)N2CCCC2)CC1.F[P-](F)(F)(F)(F)F.[K+].[C:51]([C:53]1[N:54]=[C:55]([C:66]([O-])=[O:67])[N:56]([CH2:58][O:59][CH2:60][CH2:61][Si:62]([CH3:65])([CH3:64])[CH3:63])[CH:57]=1)#[N:52].CCN(C(C)C)C(C)C. (3) Given the product [CH2:14]([C:11]1[C:7]2[N:8]=[CH:9][N:10]=[C:5]([NH2:4])[C:6]=2[S:13][CH:12]=1)[CH2:15][C:16]1[CH:17]=[CH:18][CH:19]=[CH:20][CH:21]=1, predict the reactants needed to synthesize it. The reactants are: C1([NH:4][C:5]2[C:6]3[S:13][CH:12]=[C:11](/[CH:14]=[CH:15]/[C:16]4[CH:21]=[CH:20][CH:19]=[CH:18][CH:17]=4)[C:7]=3[N:8]=[CH:9][N:10]=2)CC1. (4) Given the product [Cl:1][C:2]1[CH:3]=[C:4]([N:9]2[C:13](=[O:14])[O:12][N:11]=[C:10]2[C:15]2[N:16]=[N:17][S:18][C:19]=2[CH2:20][OH:21])[CH:5]=[CH:6][C:7]=1[F:8], predict the reactants needed to synthesize it. The reactants are: [Cl:1][C:2]1[CH:3]=[C:4]([N:9]2[C:13](=[O:14])[O:12][N:11]=[C:10]2[C:15]2[N:16]=[N:17][S:18][C:19]=2[CH2:20][O:21][Si](C(C)C)(C(C)C)C(C)C)[CH:5]=[CH:6][C:7]=1[F:8].CO.Cl. (5) Given the product [F:26][C:27]1[CH:32]=[CH:31][C:30]2[NH:33][C:23]([CH2:22][N:3]3[C:4]4[C:9](=[CH:8][CH:7]=[CH:6][CH:5]=4)[C:10]4([C:14]5=[CH:15][C:16]6[O:20][CH2:19][O:18][C:17]=6[CH:21]=[C:13]5[O:12][CH2:11]4)[C:2]3=[O:1])=[N:34][C:29]=2[CH:28]=1, predict the reactants needed to synthesize it. The reactants are: [O:1]=[C:2]1[C:10]2([C:14]3=[CH:15][C:16]4[O:20][CH2:19][O:18][C:17]=4[CH:21]=[C:13]3[O:12][CH2:11]2)[C:9]2[C:4](=[CH:5][CH:6]=[CH:7][CH:8]=2)[N:3]1[CH2:22][C:23](O)=O.[F:26][C:27]1[CH:28]=[C:29]([NH2:34])[C:30]([NH2:33])=[CH:31][CH:32]=1. (6) Given the product [F:12][C:13]1[CH:14]=[C:15]([N+:21]([O-:23])=[O:22])[CH:16]=[C:17]([F:20])[C:18]=1[N:5]1[CH2:4][C:3]2([O:2][CH2:1][CH2:11][O:10]2)[C:7]2([CH2:8][CH2:9]2)[CH2:6]1, predict the reactants needed to synthesize it. The reactants are: [CH2:1]1[CH2:11][O:10][C:3]2([C:7]3([CH2:9][CH2:8]3)[CH2:6][NH:5][CH2:4]2)[O:2]1.[F:12][C:13]1[CH:14]=[C:15]([N+:21]([O-:23])=[O:22])[CH:16]=[C:17]([F:20])[C:18]=1F.